The task is: Regression. Given two drug SMILES strings and cell line genomic features, predict the synergy score measuring deviation from expected non-interaction effect.. This data is from NCI-60 drug combinations with 297,098 pairs across 59 cell lines. (1) Drug 1: C1=CN(C(=O)N=C1N)C2C(C(C(O2)CO)O)O.Cl. Drug 2: C1CC(=O)NC(=O)C1N2C(=O)C3=CC=CC=C3C2=O. Cell line: K-562. Synergy scores: CSS=57.2, Synergy_ZIP=-3.32, Synergy_Bliss=-4.14, Synergy_Loewe=-5.39, Synergy_HSA=-0.400. (2) Drug 1: CC1C(C(CC(O1)OC2CC(CC3=C2C(=C4C(=C3O)C(=O)C5=C(C4=O)C(=CC=C5)OC)O)(C(=O)CO)O)N)O.Cl. Drug 2: C1=CC=C(C(=C1)C(C2=CC=C(C=C2)Cl)C(Cl)Cl)Cl. Cell line: ACHN. Synergy scores: CSS=13.2, Synergy_ZIP=23.6, Synergy_Bliss=29.5, Synergy_Loewe=-46.3, Synergy_HSA=1.22. (3) Drug 2: CCC1=C2CN3C(=CC4=C(C3=O)COC(=O)C4(CC)O)C2=NC5=C1C=C(C=C5)O. Drug 1: C1=NC2=C(N=C(N=C2N1C3C(C(C(O3)CO)O)F)Cl)N. Synergy scores: CSS=25.5, Synergy_ZIP=-8.79, Synergy_Bliss=2.20, Synergy_Loewe=-30.0, Synergy_HSA=-1.82. Cell line: SW-620. (4) Drug 1: CNC(=O)C1=CC=CC=C1SC2=CC3=C(C=C2)C(=NN3)C=CC4=CC=CC=N4. Drug 2: C1CCC(CC1)NC(=O)N(CCCl)N=O. Cell line: UACC-257. Synergy scores: CSS=8.66, Synergy_ZIP=-0.898, Synergy_Bliss=3.49, Synergy_Loewe=-0.227, Synergy_HSA=0.472.